From a dataset of Catalyst prediction with 721,799 reactions and 888 catalyst types from USPTO. Predict which catalyst facilitates the given reaction. Reactant: [N:1]1([C:6]([N:8]2[C:17]3[C:12](=[CH:13][CH:14]=[CH:15][CH:16]=3)[CH2:11][CH2:10][CH2:9]2)=[O:7])[CH:5]=[CH:4][N:3]=[CH:2]1.[I:18][CH3:19]. Product: [I-:18].[N:8]1([C:6]([N:1]2[CH:5]=[CH:4][N+:3]([CH3:19])=[CH:2]2)=[O:7])[C:17]2[C:12](=[CH:13][CH:14]=[CH:15][CH:16]=2)[CH2:11][CH2:10][CH2:9]1. The catalyst class is: 10.